This data is from Catalyst prediction with 721,799 reactions and 888 catalyst types from USPTO. The task is: Predict which catalyst facilitates the given reaction. (1) Reactant: [Cl:1][C:2]1[CH:3]=[N:4][C:5]([N:12]2[CH2:16][CH2:15][CH:14]([O:17][C:18]3[CH:23]=[CH:22][C:21]([C:24]([F:27])([F:26])[F:25])=[CH:20][CH:19]=3)[CH2:13]2)=[C:6]([CH:11]=1)[C:7]([O:9]C)=[O:8].O.[OH-].[Li+:30]. Product: [Cl:1][C:2]1[CH:3]=[N:4][C:5]([N:12]2[CH2:16][CH2:15][CH:14]([O:17][C:18]3[CH:23]=[CH:22][C:21]([C:24]([F:25])([F:27])[F:26])=[CH:20][CH:19]=3)[CH2:13]2)=[C:6]([CH:11]=1)[C:7]([O-:9])=[O:8].[Li+:30]. The catalyst class is: 38. (2) Reactant: [CH3:1][C:2]1[N:3]=[C:4]([C:7]2[C:8]3[CH2:16][CH2:15][CH:14]([C:17]([F:20])([F:19])[F:18])[CH2:13][C:9]=3[S:10][C:11]=2[NH2:12])[S:5][CH:6]=1.[C:21]12[C:29](=[O:30])[O:28][C:26](=[O:27])[C:22]=1[CH2:23][CH2:24][CH2:25]2. Product: [CH3:1][C:2]1[N:3]=[C:4]([C:7]2[C:8]3[CH2:16][CH2:15][CH:14]([C:17]([F:20])([F:18])[F:19])[CH2:13][C:9]=3[S:10][C:11]=2[NH:12][C:29]([C:21]2[CH2:25][CH2:24][CH2:23][C:22]=2[C:26]([OH:28])=[O:27])=[O:30])[S:5][CH:6]=1. The catalyst class is: 61. (3) Reactant: [NH2:1][C:2]1[N:7]=[CH:6][N:5]=[C:4]2[N:8]([CH2:24][CH2:25][N:26]3[C:30](=[O:31])[CH2:29][S:28][C:27]3=[O:32])[N:9]=[C:10]([C:11]3[CH:16]=[CH:15][C:14]([O:17][C:18]4[CH:23]=[CH:22][CH:21]=[CH:20][CH:19]=4)=[CH:13][CH:12]=3)[C:3]=12.[CH:33](=O)[C:34]1[CH:39]=[CH:38][CH:37]=[CH:36][CH:35]=1.N1CCCCC1. Product: [NH2:1][C:2]1[N:7]=[CH:6][N:5]=[C:4]2[N:8]([CH2:24][CH2:25][N:26]3[C:30](=[O:31])[C:29](=[CH:33][C:34]4[CH:39]=[CH:38][CH:37]=[CH:36][CH:35]=4)[S:28][C:27]3=[O:32])[N:9]=[C:10]([C:11]3[CH:12]=[CH:13][C:14]([O:17][C:18]4[CH:19]=[CH:20][CH:21]=[CH:22][CH:23]=4)=[CH:15][CH:16]=3)[C:3]=12. The catalyst class is: 8.